This data is from Catalyst prediction with 721,799 reactions and 888 catalyst types from USPTO. The task is: Predict which catalyst facilitates the given reaction. (1) Reactant: [F:1][C:2]1[CH:3]=[C:4]([CH:22]=[CH:23][CH:24]=1)[CH2:5][O:6][C:7]1[CH:12]=[CH:11][C:10]([CH2:13][CH2:14][NH:15][CH2:16][CH:17]2[CH2:19][CH2:18]2)=[CH:9][C:8]=1[O:20][CH3:21].C(N(CC)CC)C.[CH3:32][O:33][C:34](=[O:37])[CH2:35]Br. The catalyst class is: 10. Product: [CH3:32][O:33][C:34](=[O:37])[CH2:35][N:15]([CH2:14][CH2:13][C:10]1[CH:11]=[CH:12][C:7]([O:6][CH2:5][C:4]2[CH:22]=[CH:23][CH:24]=[C:2]([F:1])[CH:3]=2)=[C:8]([O:20][CH3:21])[CH:9]=1)[CH2:16][CH:17]1[CH2:19][CH2:18]1. (2) Reactant: [CH3:1][O:2][C:3]1[N:8]=[CH:7][C:6]([NH2:9])=[CH:5][CH:4]=1.[N:10]1([C:19]2[CH:26]=[CH:25][C:22]([C:23]#[N:24])=[CH:21][CH:20]=2)[C:14]2=[N:15][CH:16]=[CH:17][CH:18]=[C:13]2[CH:12]=[CH:11]1.CCOC(C)=O. Product: [CH3:1][O:2][C:3]1[N:8]=[CH:7][C:6]([N:9]=[C:23]([NH2:24])[C:22]2[CH:21]=[CH:20][C:19]([N:10]3[C:14]4=[N:15][CH:16]=[CH:17][CH:18]=[C:13]4[CH:12]=[CH:11]3)=[CH:26][CH:25]=2)=[CH:5][CH:4]=1. The catalyst class is: 170.